This data is from Reaction yield outcomes from USPTO patents with 853,638 reactions. The task is: Predict the reaction yield, written as a fraction of the theoretical maximum amount of product (1.0 means a 100% yield; for example, 0.34 means a 34% yield). (1) The reactants are Cl[CH:2]([CH3:16])[C:3]([NH:5][CH:6]1[CH:13]2[CH2:14][CH:9]3[CH2:10][CH:11]([CH2:15][CH:7]1[CH2:8]3)[CH2:12]2)=[O:4].C(=O)([O-])[O-].[Na+].[Na+].[O:23]1[CH:27]=[CH:26][CH:25]=[C:24]1[C:28]([N:30]1[CH2:35][CH2:34][NH:33][CH2:32][CH2:31]1)=[O:29]. The catalyst is CN(C)C=O. The product is [CH:7]12[CH2:15][CH:11]3[CH2:10][CH:9]([CH2:14][CH:13]([CH2:12]3)[CH:6]1[NH:5][C:3](=[O:4])[CH:2]([N:33]1[CH2:34][CH2:35][N:30]([C:28]([C:24]3[O:23][CH:27]=[CH:26][CH:25]=3)=[O:29])[CH2:31][CH2:32]1)[CH3:16])[CH2:8]2. The yield is 0.560. (2) The product is [C:1]1([C:7]2[C:8](=[O:19])[NH:9][N:10]=[C:11]([C:13]3[CH:14]=[CH:15][CH:16]=[CH:17][CH:18]=3)[CH:12]=2)[CH:2]=[CH:3][CH:4]=[CH:5][CH:6]=1. The reactants are [C:1]1([CH:7]2[CH2:12][C:11]([C:13]3[CH:18]=[CH:17][CH:16]=[CH:15][CH:14]=3)=[N:10][NH:9][C:8]2=[O:19])[CH:6]=[CH:5][CH:4]=[CH:3][CH:2]=1.BrBr. The yield is 0.820. The catalyst is C(O)(=O)C. (3) The reactants are [Cl:1][C:2]1[C:10]([CH3:11])=[CH:9][CH:8]=[CH:7][C:3]=1[C:4]([OH:6])=[O:5].S(=O)(=O)(O)O.[CH3:17]O. No catalyst specified. The product is [Cl:1][C:2]1[C:10]([CH3:11])=[CH:9][CH:8]=[CH:7][C:3]=1[C:4]([O:6][CH3:17])=[O:5]. The yield is 0.660. (4) The reactants are [Cl:1][C:2]1[CH:3]=[C:4]([C:9]([OH:26])([C:22]([F:25])([F:24])[F:23])[CH2:10][NH:11][C:12](=O)[C:13]2[CH:18]=[CH:17][C:16]([F:19])=[C:15]([CH3:20])[CH:14]=2)[CH:5]=[C:6]([Cl:8])[CH:7]=1.C1(P(C2C=CC=CC=2)C2C=CC=CC=2)C=CC=CC=1.CC(OC(/N=N/C(OC(C)C)=O)=O)C. The catalyst is C1COCC1. The product is [Cl:8][C:6]1[CH:5]=[C:4]([C:9]2([C:22]([F:24])([F:25])[F:23])[O:26][C:12]([C:13]3[CH:18]=[CH:17][C:16]([F:19])=[C:15]([CH3:20])[CH:14]=3)=[N:11][CH2:10]2)[CH:3]=[C:2]([Cl:1])[CH:7]=1. The yield is 0.420. (5) The reactants are [H-].[Na+].[CH3:3][CH:4]([CH3:11])[CH2:5][CH2:6][CH2:7][C@@H:8]([OH:10])[CH3:9].[CH2:12](Br)[CH:13]=[CH2:14].O. The catalyst is CN(C)C=O. The product is [CH3:9][C@H:8]([O:10][CH2:14][CH:13]=[CH2:12])[CH2:7][CH2:6][CH2:5][CH:4]([CH3:11])[CH3:3]. The yield is 0.660. (6) The reactants are C(OC(=O)NC(C1SC(SC)=C(S(C2C=C(Br)C3N(CC4C=CC([N+]([O-])=O)=CC=4F)C=NC=3C=2)(=O)=O)C=1)=N)(C)(C)C.C(OC(=O)[NH:48][C:49]([C:51]1[S:52][C:53]([S:80][CH3:81])=[C:54]([S:56]([C:59]2[CH:78]=[C:77]([Br:79])[C:62]3[N:63]=[CH:64][N:65]([CH2:66][C:67]4[CH:72]=[CH:71][C:70]([N+:73]([O-:75])=[O:74])=[CH:69][C:68]=4[F:76])[C:61]=3[CH:60]=2)(=[O:58])=[O:57])[CH:55]=1)=[NH:50])(C)(C)C.[F:83][C:84]([F:89])([F:88])[C:85]([OH:87])=[O:86]. The catalyst is C(Cl)Cl. The product is [F:83][C:84]([F:89])([F:88])[C:85]([OH:87])=[O:86].[Br:79][C:77]1[C:62]2[N:63]=[CH:64][N:65]([CH2:66][C:67]3[CH:72]=[CH:71][C:70]([N+:73]([O-:75])=[O:74])=[CH:69][C:68]=3[F:76])[C:61]=2[CH:60]=[C:59]([S:56]([C:54]2[CH:55]=[C:51]([C:49]([NH2:50])=[NH:48])[S:52][C:53]=2[S:80][CH3:81])(=[O:57])=[O:58])[CH:78]=1. The yield is 0.470.